Dataset: Full USPTO retrosynthesis dataset with 1.9M reactions from patents (1976-2016). Task: Predict the reactants needed to synthesize the given product. (1) The reactants are: [Cl:1][C:2]1[CH:3]=[C:4]2[C:13](=[C:14]3[C:19]=1[CH:18]=[CH:17][CH:16]=[N:15]3)[NH:12][S:11](=[O:21])(=[O:20])[C:10]1[C:5]2=[CH:6][C:7](F)=[CH:8][CH:9]=1.[CH3:23][N:24]([CH3:28])[CH2:25][CH2:26][OH:27].[H-].[Na+]. Given the product [Cl:1][C:2]1[CH:3]=[C:4]2[C:13](=[C:14]3[C:19]=1[CH:18]=[CH:17][CH:16]=[N:15]3)[NH:12][S:11](=[O:21])(=[O:20])[C:10]1[C:5]2=[CH:6][C:7]([O:27][CH2:26][CH2:25][N:24]([CH3:28])[CH3:23])=[CH:8][CH:9]=1, predict the reactants needed to synthesize it. (2) Given the product [O:7]=[C:5]([CH3:6])[CH2:4][CH2:3][CH2:2][N:8]1[CH2:13][CH2:12][C:11](=[C:14]2[C:23]3[CH:24]=[C:25]([CH2:28][C:29]([O:31][CH3:32])=[O:30])[CH:26]=[CH:27][C:22]=3[O:21][CH2:20][C:19]3[CH:18]=[CH:17][S:16][C:15]2=3)[CH2:10][CH2:9]1, predict the reactants needed to synthesize it. The reactants are: Cl[CH2:2][CH2:3][CH2:4][C:5](=[O:7])[CH3:6].[NH:8]1[CH2:13][CH2:12][C:11](=[C:14]2[C:23]3[CH:24]=[C:25]([CH2:28][C:29]([O:31][CH3:32])=[O:30])[CH:26]=[CH:27][C:22]=3[O:21][CH2:20][C:19]3[CH:18]=[CH:17][S:16][C:15]2=3)[CH2:10][CH2:9]1.C(=O)([O-])[O-].[K+].[K+].[I-].[K+].